This data is from Full USPTO retrosynthesis dataset with 1.9M reactions from patents (1976-2016). The task is: Predict the reactants needed to synthesize the given product. (1) Given the product [C:11]([O:10][C:9]([N:8]([CH2:16][C:17]1[CH:22]=[CH:21][C:20]([O:23][CH3:24])=[CH:19][C:18]=1[O:25][CH3:26])[C:6]1[N:7]=[C:2]2[NH:1][C:33]([C:32]([O:37][CH2:38][CH3:39])=[O:36])=[CH:35][C:3]2=[C:4]2[N:29]([CH3:30])[CH:28]=[N:27][C:5]=12)=[O:15])([CH3:14])([CH3:13])[CH3:12], predict the reactants needed to synthesize it. The reactants are: [NH2:1][C:2]1[N:7]=[C:6]([N:8]([CH2:16][C:17]2[CH:22]=[CH:21][C:20]([O:23][CH3:24])=[CH:19][C:18]=2[O:25][CH3:26])[C:9](=[O:15])[O:10][C:11]([CH3:14])([CH3:13])[CH3:12])[C:5]2[N:27]=[CH:28][N:29]([CH3:30])[C:4]=2[C:3]=1I.[C:32]([O:37][CH2:38][CH3:39])(=[O:36])[C:33]([CH3:35])=O.CN(C1CCCCC1)C1CCCCC1. (2) Given the product [Cl:17][C:18]1[CH:19]=[CH:20][C:21]([O:22][CH2:23][C:24]2[CH:25]=[C:26]([CH:29]=[CH:30][CH:31]=2)[CH2:27][NH:28][C:4]2[C:5](=[O:16])[C:6](=[O:15])[C:7]=2[NH:8][C:9]2[CH:10]=[CH:11][N:12]=[CH:13][CH:14]=2)=[CH:32][CH:33]=1, predict the reactants needed to synthesize it. The reactants are: C(O[C:4]1[C:5](=[O:16])[C:6](=[O:15])[C:7]=1[NH:8][C:9]1[CH:14]=[CH:13][N:12]=[CH:11][CH:10]=1)C.[Cl:17][C:18]1[CH:33]=[CH:32][C:21]([O:22][CH2:23][C:24]2[CH:25]=[C:26]([CH:29]=[CH:30][CH:31]=2)[CH2:27][NH2:28])=[CH:20][CH:19]=1. (3) The reactants are: [Cl:1][C:2]1[CH:7]=[CH:6][C:5]([C:8]2[CH:9]=[N:10][CH:11]=[C:12]3[C:17]=2[N:16]=[C:15]([C:18]([OH:20])=O)[CH:14]=[CH:13]3)=[CH:4][CH:3]=1.C(N(CC)C(C)C)(C)C.F[P-](F)(F)(F)(F)F.N1(OC(N(C)C)=[N+](C)C)C2N=CC=CC=2N=N1.[F:54][C:55]([F:59])([F:58])[CH2:56][NH2:57]. Given the product [Cl:1][C:2]1[CH:3]=[CH:4][C:5]([C:8]2[CH:9]=[N:10][CH:11]=[C:12]3[C:17]=2[N:16]=[C:15]([C:18]([NH:57][CH2:56][C:55]([F:59])([F:58])[F:54])=[O:20])[CH:14]=[CH:13]3)=[CH:6][CH:7]=1, predict the reactants needed to synthesize it. (4) Given the product [CH3:9][C:7]1[CH:6]=[CH:5][C:3]2[NH:4][CH2:18][CH2:17][O:1][C:2]=2[CH:8]=1, predict the reactants needed to synthesize it. The reactants are: [OH:1][C:2]1[CH:8]=[C:7]([CH3:9])[CH:6]=[CH:5][C:3]=1[NH2:4].C(=O)([O-])[O-].[K+].[K+].Br[CH2:17][CH2:18]Br.O. (5) The reactants are: C(OC([N:8]1[CH2:13][CH2:12][CH:11]([C:14]2[CH:19]=[CH:18][C:17]([CH2:20][O:21][C:22]3[CH:27]=[CH:26][C:25]([CH:28]4[CH2:33][CH2:32][CH2:31][CH2:30][CH2:29]4)=[C:24]([CH3:34])[CH:23]=3)=[CH:16][CH:15]=2)[CH2:10][CH2:9]1)=O)(C)(C)C.CCN(C(C)C)C(C)C.[C:44]([O:48][C:49]([CH3:52])([CH3:51])[CH3:50])(=[O:47])[CH:45]=[CH2:46]. Given the product [C:49]([O:48][C:44](=[O:47])[CH2:45][CH2:46][N:8]1[CH2:9][CH2:10][CH:11]([C:14]2[CH:15]=[CH:16][C:17]([CH2:20][O:21][C:22]3[CH:27]=[CH:26][C:25]([CH:28]4[CH2:29][CH2:30][CH2:31][CH2:32][CH2:33]4)=[C:24]([CH3:34])[CH:23]=3)=[CH:18][CH:19]=2)[CH2:12][CH2:13]1)([CH3:52])([CH3:51])[CH3:50], predict the reactants needed to synthesize it.